From a dataset of Catalyst prediction with 721,799 reactions and 888 catalyst types from USPTO. Predict which catalyst facilitates the given reaction. Reactant: [N:1]1([C:10](=[O:32])/[CH:11]=[CH:12]/[C@@H:13]([NH:16][C:17]([C@@H:19]2[CH2:24][CH2:23][CH2:22][CH2:21][N:20]2C(OC(C)(C)C)=O)=[O:18])[CH2:14][CH3:15])[C:9]2[C:4](=[CH:5][CH:6]=[CH:7][CH:8]=2)[CH2:3][CH2:2]1.[C:33]([OH:39])([C:35]([F:38])([F:37])[F:36])=[O:34]. Product: [F:36][C:35]([F:38])([F:37])[C:33]([OH:39])=[O:34].[N:1]1([C:10](=[O:32])/[CH:11]=[CH:12]/[C@@H:13]([NH:16][C:17]([C@@H:19]2[CH2:24][CH2:23][CH2:22][CH2:21][NH:20]2)=[O:18])[CH2:14][CH3:15])[C:9]2[C:4](=[CH:5][CH:6]=[CH:7][CH:8]=2)[CH2:3][CH2:2]1. The catalyst class is: 2.